From a dataset of Reaction yield outcomes from USPTO patents with 853,638 reactions. Predict the reaction yield, written as a fraction of the theoretical maximum amount of product (1.0 means a 100% yield; for example, 0.34 means a 34% yield). (1) The reactants are [CH2:1]([O:8][C:9]1[CH:14]=[CH:13][C:12]([OH:15])=[CH:11][CH:10]=1)[C:2]1[CH:7]=[CH:6][CH:5]=[CH:4][CH:3]=1.Br[CH2:17][CH:18]1[CH2:20][O:19]1. No catalyst specified. The product is [CH2:1]([O:8][C:9]1[CH:10]=[CH:11][C:12]([O:15][CH2:17][CH:18]2[CH2:20][O:19]2)=[CH:13][CH:14]=1)[C:2]1[CH:3]=[CH:4][CH:5]=[CH:6][CH:7]=1. The yield is 0.790. (2) The reactants are [CH3:1][CH:2]([CH2:22]O)[C@@H:3]1[C@:20]2([CH3:21])[C@H:6]([C@H:7]3[C@H:17]([CH2:18][CH2:19]2)[C@:15]2([CH3:16])[C:10]([CH2:11][CH2:12][CH2:13][CH2:14]2)=[CH:9][CH2:8]3)[CH2:5][CH2:4]1.C1(P(C2C=CC=CC=2)C2C=CC=CC=2)C=CC=CC=1.N1C=CN=C1.[I:48]I. The catalyst is ClCCl. The product is [I:48][CH2:22][CH:2]([C@@H:3]1[C@:20]2([CH3:21])[C@H:6]([C@H:7]3[C@H:17]([CH2:18][CH2:19]2)[C@:15]2([CH3:16])[C:10]([CH2:11][CH2:12][CH2:13][CH2:14]2)=[CH:9][CH2:8]3)[CH2:5][CH2:4]1)[CH3:1]. The yield is 0.900. (3) The reactants are [C:1]([C:4]1[N:8]([C:9]2[CH:14]=[CH:13][C:12]([O:15][CH3:16])=[CH:11][CH:10]=2)[C:7]([C:17]([N:19]([CH3:21])[CH3:20])=[O:18])=[C:6]([O:22]CC2C=CC=CC=2)[C:5]=1[O:30]CC1C=CC=CC=1)(=[O:3])[CH3:2]. The catalyst is CO.[Pd]. The product is [C:1]([C:4]1[N:8]([C:9]2[CH:10]=[CH:11][C:12]([O:15][CH3:16])=[CH:13][CH:14]=2)[C:7]([C:17]([N:19]([CH3:21])[CH3:20])=[O:18])=[C:6]([OH:22])[C:5]=1[OH:30])(=[O:3])[CH3:2]. The yield is 0.700. (4) The reactants are [CH3:1][O:2][C:3]1[CH:4]=[C:5]2[C:10](=[CH:11][C:12]=1[O:13][CH3:14])[N:9]=[CH:8][CH:7]=[C:6]2[O:15][C:16]1[CH:17]=[C:18]2[C:22](=[CH:23][CH:24]=1)[NH:21][CH:20]=[CH:19]2.[H-].[Na+].[CH3:27]I.O. The catalyst is CN(C)C=O. The product is [CH3:1][O:2][C:3]1[CH:4]=[C:5]2[C:10](=[CH:11][C:12]=1[O:13][CH3:14])[N:9]=[CH:8][CH:7]=[C:6]2[O:15][C:16]1[CH:17]=[C:18]2[C:22](=[CH:23][CH:24]=1)[N:21]([CH3:27])[CH:20]=[CH:19]2. The yield is 0.620. (5) The product is [C:16]([NH:15][CH2:14][CH2:13][CH:9]1[C:10]2[C:6](=[CH:5][CH:4]=[C:3]([NH:2][C:19](=[O:26])[C:20]3[CH:25]=[CH:24][CH:23]=[CH:22][CH:21]=3)[C:11]=2[OH:12])[CH2:7][CH2:8]1)(=[O:18])[CH3:17]. The reactants are Cl.[NH2:2][C:3]1[C:11]([OH:12])=[C:10]2[C:6]([CH2:7][CH2:8][CH:9]2[CH2:13][CH2:14][NH:15][C:16](=[O:18])[CH3:17])=[CH:5][CH:4]=1.[C:19](Cl)(=[O:26])[C:20]1[CH:25]=[CH:24][CH:23]=[CH:22][CH:21]=1.O. The catalyst is N1C=CC=CC=1. The yield is 0.890. (6) The reactants are [NH2:1][C:2]1[N:10]=[C:9]([O:11][CH2:12][CH2:13][CH2:14][CH3:15])[N:8]=[C:7]2[C:3]=1[N:4]=[C:5]([O:28]C)[N:6]2[CH2:16][CH2:17][CH2:18][O:19][C:20]1[CH:27]=[CH:26][C:23]([CH:24]=O)=[CH:22][CH:21]=1.[CH3:30][NH:31][CH3:32].[BH4-].C(O)(=O)C.C(O)(=O)C.C(O)(=O)C.[Na+].C(=O)([O-])O.[Na+]. The catalyst is C1COCC1. The product is [NH2:1][C:2]1[N:10]=[C:9]([O:11][CH2:12][CH2:13][CH2:14][CH3:15])[N:8]=[C:7]2[C:3]=1[NH:4][C:5](=[O:28])[N:6]2[CH2:16][CH2:17][CH2:18][O:19][C:20]1[CH:27]=[CH:26][C:23]([CH2:24][N:31]([CH3:32])[CH3:30])=[CH:22][CH:21]=1. The yield is 0.430. (7) The reactants are [Cl:1][C:2]1[CH:29]=[CH:28][C:5]([CH2:6][O:7][C:8]2[C:9]([O:25][CH2:26][CH3:27])=[C:10]([CH:14]([C:16]3[C:24]4[C:19](=[N:20][CH:21]=[CH:22][CH:23]=4)[NH:18][CH:17]=3)[OH:15])[CH:11]=[CH:12][CH:13]=2)=[CH:4][CH:3]=1.CC(OI1(OC(C)=O)(OC(C)=O)OC(=O)C2C=CC=CC1=2)=O. The catalyst is O1CCCC1. The product is [Cl:1][C:2]1[CH:29]=[CH:28][C:5]([CH2:6][O:7][C:8]2[C:9]([O:25][CH2:26][CH3:27])=[C:10]([C:14]([C:16]3[C:24]4[C:19](=[N:20][CH:21]=[CH:22][CH:23]=4)[NH:18][CH:17]=3)=[O:15])[CH:11]=[CH:12][CH:13]=2)=[CH:4][CH:3]=1. The yield is 0.750. (8) The reactants are [Cl:1][C:2]1[O:25][C:5]2=[C:6]([N:10](C(OC(C)(C)C)=O)C(OC(C)(C)C)=O)[N:7]=[CH:8][CH:9]=[C:4]2[C:3]=1[CH3:26].Cl.O1CCOCC1. No catalyst specified. The product is [Cl:1][C:2]1[O:25][C:5]2=[C:6]([NH2:10])[N:7]=[CH:8][CH:9]=[C:4]2[C:3]=1[CH3:26]. The yield is 0.660.